This data is from Full USPTO retrosynthesis dataset with 1.9M reactions from patents (1976-2016). The task is: Predict the reactants needed to synthesize the given product. (1) Given the product [NH2:1][C:2]1[N:7]=[CH:6][N:5]=[C:4]2[N:8]([CH:12]([C:14]3[CH:21]=[C:20]([Cl:22])[C:17]([C:18]#[N:19])=[C:16]([CH:23]4[CH2:24][N:25]([CH3:32])[CH2:26]4)[C:15]=3[O:27][CH2:28][CH3:29])[CH3:13])[N:9]=[C:10]([CH3:11])[C:3]=12, predict the reactants needed to synthesize it. The reactants are: [NH2:1][C:2]1[N:7]=[CH:6][N:5]=[C:4]2[N:8]([CH:12]([C:14]3[CH:21]=[C:20]([Cl:22])[C:17]([C:18]#[N:19])=[C:16]([CH:23]4[CH2:26][NH:25][CH2:24]4)[C:15]=3[O:27][CH2:28][CH3:29])[CH3:13])[N:9]=[C:10]([CH3:11])[C:3]=12.C=O.[C:32]([BH3-])#N.[Na+]. (2) Given the product [Br:11][C:7]1[C:8]([CH3:10])=[CH:9][C:4]([C:3]([OH:15])=[O:2])=[CH:5][C:6]=1[N+:12]([O-:14])=[O:13], predict the reactants needed to synthesize it. The reactants are: C[O:2][C:3](=[O:15])[C:4]1[CH:9]=[C:8]([CH3:10])[C:7]([Br:11])=[C:6]([N+:12]([O-:14])=[O:13])[CH:5]=1.[OH-].[Na+].Cl. (3) The reactants are: [H-].[Na+].[CH:3]12[C:12](=[O:13])[NH:11][CH:10]1[CH2:9][CH2:8][CH:7]=[CH:6][CH2:5][CH2:4]2.Br[CH2:15][C:16]([OH:18])=[O:17].CN(C=O)C. Given the product [O:13]=[C:12]1[CH:3]2[CH:10]([CH2:9][CH2:8][CH:7]=[CH:6][CH2:5][CH2:4]2)[N:11]1[CH2:15][C:16]([OH:18])=[O:17], predict the reactants needed to synthesize it. (4) Given the product [CH3:1][O:2][C:3]1[CH:4]=[C:5]2[C:10](=[CH:11][C:12]=1[O:13][CH3:14])[C:9]([CH3:15])=[N:8][C:7]([OH:16])=[C:6]2[CH2:21][C:22]1[C:23]([NH:35][CH3:36])=[N:24][C:25]2[CH:26]=[C:27]3[O:34][CH2:33][O:32][C:28]3=[CH:29][C:30]=2[CH:31]=1, predict the reactants needed to synthesize it. The reactants are: [CH3:1][O:2][C:3]1[CH:4]=[C:5]2[C:10](=[CH:11][C:12]=1[O:13][CH3:14])[C:9]([CH3:15])=[N:8][C:7]([OH:16])=[CH:6]2.[OH-].[K+].Cl.Cl[CH2:21][C:22]1[C:23]([NH:35][CH3:36])=[N:24][C:25]2[CH:26]=[C:27]3[O:34][CH2:33][O:32][C:28]3=[CH:29][C:30]=2[CH:31]=1. (5) Given the product [Br:1][C:2]1[C:7](=[O:8])[N:6]([C:9]2[CH:10]=[C:11]([CH:15]=[CH:16][C:17]=2[CH3:18])[C:12]([NH:44][C@@H:45]([CH3:48])[CH2:46][OH:47])=[O:14])[CH:5]=[N:4][C:3]=1[O:19][CH2:20][C:21]1[CH:26]=[CH:25][C:24]([F:27])=[CH:23][C:22]=1[F:28], predict the reactants needed to synthesize it. The reactants are: [Br:1][C:2]1[C:7](=[O:8])[N:6]([C:9]2[CH:10]=[C:11]([CH:15]=[CH:16][C:17]=2[CH3:18])[C:12]([OH:14])=O)[CH:5]=[N:4][C:3]=1[O:19][CH2:20][C:21]1[CH:26]=[CH:25][C:24]([F:27])=[CH:23][C:22]=1[F:28].ClC(OCC(C)C)=O.CN1CCOCC1.[NH2:44][C@@H:45]([CH3:48])[CH2:46][OH:47]. (6) Given the product [NH2:1][C:4]1[CH:5]=[CH:6][C:7]([C@@H:10]2[CH2:16][C@@H:15]3[C@H:11]2[CH2:12][N:13]([C:17](=[O:20])[CH2:18][CH3:19])[CH2:14]3)=[CH:8][CH:9]=1, predict the reactants needed to synthesize it. The reactants are: [N+:1]([C:4]1[CH:9]=[CH:8][C:7]([C@@H:10]2[CH2:16][C@@H:15]3[C@H:11]2[CH2:12][N:13]([C:17](=[O:20])[CH2:18][CH3:19])[CH2:14]3)=[CH:6][CH:5]=1)([O-])=O.O. (7) Given the product [CH3:1][O:2][C:3]([C:5]1[N:6]=[C:7]([C:25]#[N:26])[C:8]2[C:13]([C:14]=1[OH:15])=[CH:12][CH:11]=[C:10]([O:16][C:17]1[CH:22]=[CH:21][CH:20]=[CH:19][C:18]=1[F:23])[CH:9]=2)=[O:4], predict the reactants needed to synthesize it. The reactants are: [CH3:1][O:2][C:3]([C:5]1[N:6]=[C:7](I)[C:8]2[C:13]([C:14]=1[OH:15])=[CH:12][CH:11]=[C:10]([O:16][C:17]1[CH:22]=[CH:21][CH:20]=[CH:19][C:18]=1[F:23])[CH:9]=2)=[O:4].[C:25]([Cu])#[N:26].C(Cl)Cl. (8) The reactants are: [O:1](S(C(F)(F)F)(=O)=O)[S:2]([C:5]([F:8])([F:7])[F:6])(=[O:4])=[O:3].[CH2:16]([N:23]([CH3:35])[C@H:24]1[CH2:33][CH2:32][C:31]2[C:30](O)=[CH:29][CH:28]=[CH:27][C:26]=2[CH2:25]1)[C:17]1[CH:22]=[CH:21][CH:20]=[CH:19][CH:18]=1.CCN(CC)CC.[O-]S(C(F)(F)F)(=O)=O. Given the product [F:6][C:5]([F:8])([F:7])[S:2]([O:1][C:30]1[C:31]2[CH2:32][CH2:33][C@H:24]([N:23]([CH2:16][C:17]3[CH:18]=[CH:19][CH:20]=[CH:21][CH:22]=3)[CH3:35])[CH2:25][C:26]=2[CH:27]=[CH:28][CH:29]=1)(=[O:4])=[O:3], predict the reactants needed to synthesize it. (9) Given the product [S:34]([OH:37])(=[O:36])(=[O:35])[CH3:33].[NH2:2][C@@H:3]([CH2:19][C:20]1[CH:25]=[CH:24][C:23]([OH:26])=[C:22]([OH:27])[CH:21]=1)[C:4]([O:6][CH2:7][C@H:8]([O:10][C:11]([C:13]1[CH:18]=[CH:17][CH:16]=[CH:15][CH:14]=1)=[O:12])[CH3:9])=[O:5], predict the reactants needed to synthesize it. The reactants are: Cl.[NH2:2][C@@H:3]([CH2:19][C:20]1[CH:25]=[CH:24][C:23]([OH:26])=[C:22]([OH:27])[CH:21]=1)[C:4]([O:6][CH2:7][C@H:8]([O:10][C:11]([C:13]1[CH:18]=[CH:17][CH:16]=[CH:15][CH:14]=1)=[O:12])[CH3:9])=[O:5].C([O-])(O)=O.[Na+].[CH3:33][S:34]([OH:37])(=[O:36])=[O:35].